From a dataset of Catalyst prediction with 721,799 reactions and 888 catalyst types from USPTO. Predict which catalyst facilitates the given reaction. Reactant: [C:1]([O:5][C:6](=[O:14])[NH:7][CH:8]1[CH2:13][CH2:12][NH:11][CH2:10][CH2:9]1)([CH3:4])([CH3:3])[CH3:2].C(O)(=O)C.C(O[C:22]1(O[Si](C)(C)C)[CH2:24][CH2:23]1)C. Product: [C:1]([O:5][C:6](=[O:14])[NH:7][CH:8]1[CH2:13][CH2:12][N:11]([CH:22]2[CH2:24][CH2:23]2)[CH2:10][CH2:9]1)([CH3:4])([CH3:2])[CH3:3]. The catalyst class is: 5.